From a dataset of Forward reaction prediction with 1.9M reactions from USPTO patents (1976-2016). Predict the product of the given reaction. (1) Given the reactants C(OC(N1C2C(=CC=C([CH2:17][O:18][C:19]3[CH:24]=[CH:23][C:22]([C:25]4[CH:30]=[C:29]([F:31])[C:28]([F:32])=[CH:27][C:26]=4[O:33][CH3:34])=[CH:21][CH:20]=3)C=2)C=C1)=O)(C)(C)C.[C:35]([O:39][C:40]([N:42]1[C:50]2[C:45](=[C:46](CO)[CH:47]=[CH:48][CH:49]=2)[CH:44]=[CH:43]1)=[O:41])([CH3:38])([CH3:37])[CH3:36].FC1C(F)=CC(C2C=CC(O)=CC=2)=C(OC)C=1, predict the reaction product. The product is: [C:35]([O:39][C:40]([N:42]1[C:50]2[C:45](=[C:46]([CH2:17][O:18][C:19]3[CH:24]=[CH:23][C:22]([C:25]4[CH:30]=[C:29]([F:31])[C:28]([F:32])=[CH:27][C:26]=4[O:33][CH3:34])=[CH:21][CH:20]=3)[CH:47]=[CH:48][CH:49]=2)[CH:44]=[CH:43]1)=[O:41])([CH3:38])([CH3:36])[CH3:37]. (2) The product is: [ClH:24].[F:23][C:20]([F:21])([F:22])[C:17]1[CH:16]=[CH:15][C:14]([C:11]2[CH2:12][CH2:13][NH:8][CH2:9][CH:10]=2)=[CH:19][CH:18]=1. Given the reactants C([N:8]1[CH2:13][CH:12]=[C:11]([C:14]2[CH:19]=[CH:18][C:17]([C:20]([F:23])([F:22])[F:21])=[CH:16][CH:15]=2)[CH2:10][CH2:9]1)C1C=CC=CC=1.[Cl:24]C(OCCCl)=O.CO.C(OCC)C, predict the reaction product. (3) Given the reactants [CH3:1][C:2]1([CH3:9])[O:6][C@@H:5]([CH:7]=[O:8])[CH2:4][O:3]1.[CH:10]([Mg]Br)=[CH2:11].[Cl-].[NH4+], predict the reaction product. The product is: [CH3:1][C:2]1([CH3:9])[O:6][C@@H:5]([CH:7]([OH:8])[CH:10]=[CH2:11])[CH2:4][O:3]1.